This data is from Forward reaction prediction with 1.9M reactions from USPTO patents (1976-2016). The task is: Predict the product of the given reaction. (1) The product is: [C:4]1([CH2:1][CH2:2][OH:10])[CH:9]=[CH:8][CH:7]=[CH:6][CH:5]=1. Given the reactants [C:1]([C:4]1[CH:9]=[CH:8][CH:7]=[CH:6][CH:5]=1)(=O)[CH3:2].[OH2:10], predict the reaction product. (2) Given the reactants C([O:3][C:4]([C:6]1[S:7][C:8]2[CH2:9][CH2:10][O:11][C:12]3[CH:19]=[CH:18][C:17]([F:20])=[CH:16][C:13]=3[C:14]=2[N:15]=1)=[O:5])C.[OH-].[Li+], predict the reaction product. The product is: [F:20][C:17]1[CH:18]=[CH:19][C:12]2[O:11][CH2:10][CH2:9][C:8]3[S:7][C:6]([C:4]([OH:5])=[O:3])=[N:15][C:14]=3[C:13]=2[CH:16]=1. (3) Given the reactants Cl.[CH:2]1([CH2:5][O:6][C:7]2[CH:12]=[CH:11][C:10]([O:13][CH3:14])=[CH:9][C:8]=2[C:15]2[C:16]3[NH:23][C:22]([CH3:24])=[C:21]([C:25]([NH:27][C@@H:28]4[CH2:33][CH2:32][NH:31][CH2:30][C@H:29]4[OH:34])=[O:26])[C:17]=3[N:18]=[CH:19][N:20]=2)[CH2:4][CH2:3]1.[CH3:35][O:36][CH2:37][C:38](Cl)=[O:39], predict the reaction product. The product is: [CH:2]1([CH2:5][O:6][C:7]2[CH:12]=[CH:11][C:10]([O:13][CH3:14])=[CH:9][C:8]=2[C:15]2[C:16]3[NH:23][C:22]([CH3:24])=[C:21]([C:25]([NH:27][C@@H:28]4[CH2:33][CH2:32][N:31]([C:38](=[O:39])[CH2:37][O:36][CH3:35])[CH2:30][C@H:29]4[OH:34])=[O:26])[C:17]=3[N:18]=[CH:19][N:20]=2)[CH2:4][CH2:3]1. (4) Given the reactants [CH3:1][O:2][C:3]1[CH:4]=[C:5]2[C:10](=[CH:11][C:12]=1[O:13][CH3:14])[N:9]=[CH:8][CH:7]=[C:6]2[OH:15].Br[CH2:17][CH2:18][CH2:19][N:20]1[C:24](=[O:25])[C:23]2=[CH:26][CH:27]=[CH:28][CH:29]=[C:22]2[C:21]1=[O:30].C(=O)([O-])[O-].[K+].[K+].CN(C=O)C.CN(C)C=O, predict the reaction product. The product is: [CH3:1][O:2][C:3]1[CH:4]=[C:5]2[C:10](=[CH:11][C:12]=1[O:13][CH3:14])[N:9]=[CH:8][CH:7]=[C:6]2[O:15][CH2:17][CH2:18][CH2:19][N:20]1[C:24](=[O:25])[C:23]2=[CH:26][CH:27]=[CH:28][CH:29]=[C:22]2[C:21]1=[O:30]. (5) Given the reactants CS[C:3]1[N:8]=[C:7]([C:9]2[CH:14]=[CH:13][C:12]([Cl:15])=[CH:11][C:10]=2[Cl:16])[C:6]([C:17]2[CH:22]=[CH:21][C:20]([Cl:23])=[CH:19][CH:18]=2)=[CH:5][N:4]=1.Cl[C:25]1C=CC=C(C(OO)=O)C=1.[S:35](=[O:38])(O)[O-:36].[Na+], predict the reaction product. The product is: [CH3:25][S:35]([C:3]1[N:8]=[C:7]([C:9]2[CH:14]=[CH:13][C:12]([Cl:15])=[CH:11][C:10]=2[Cl:16])[C:6]([C:17]2[CH:22]=[CH:21][C:20]([Cl:23])=[CH:19][CH:18]=2)=[CH:5][N:4]=1)(=[O:38])=[O:36]. (6) Given the reactants [NH2:1][CH2:2][CH2:3][CH2:4][NH:5][C:6](=[O:30])[C:7]1[C:12]([NH:13][C:14]2[C:19]([O:20][CH3:21])=[CH:18][N:17]=[C:16]([C:22]3[CH:27]=[C:26]([Cl:28])[CH:25]=[CH:24][C:23]=3[F:29])[N:15]=2)=[CH:11][CH:10]=[N:9][CH:8]=1.C(N(CC)CC)C.[CH:38]([N:41]=[C:42]=[O:43])([CH3:40])[CH3:39], predict the reaction product. The product is: [Cl:28][C:26]1[CH:25]=[CH:24][C:23]([F:29])=[C:22]([C:16]2[N:15]=[C:14]([NH:13][C:12]3[C:7]([C:6]([NH:5][CH2:4][CH2:3][CH2:2][NH:1][C:42]([NH:41][CH:38]([CH3:40])[CH3:39])=[O:43])=[O:30])=[CH:8][N:9]=[CH:10][CH:11]=3)[C:19]([O:20][CH3:21])=[CH:18][N:17]=2)[CH:27]=1. (7) Given the reactants Cl[C:2]1[CH:7]=[CH:6][C:5]([N+:8]([O-:10])=[O:9])=[CH:4][N:3]=1.C(N(CC)C(C)C)(C)C.[O:20]=[C:21]1[CH2:26][NH:25][CH2:24][CH2:23][NH:22]1.O, predict the reaction product. The product is: [N+:8]([C:5]1[CH:6]=[CH:7][C:2]([N:25]2[CH2:24][CH2:23][NH:22][C:21](=[O:20])[CH2:26]2)=[N:3][CH:4]=1)([O-:10])=[O:9].